Predict the reactants needed to synthesize the given product. From a dataset of Full USPTO retrosynthesis dataset with 1.9M reactions from patents (1976-2016). (1) Given the product [CH3:22][C:19]1[CH:20]=[CH:21][C:16]([CH2:15][NH:14][CH:11]2[CH2:12][CH2:13][NH:8][CH2:9][CH2:10]2)=[CH:17][C:18]=1[C:23](=[O:25])[CH3:24], predict the reactants needed to synthesize it. The reactants are: C(OC([N:8]1[CH2:13][CH2:12][CH:11]([NH:14][CH2:15][C:16]2[CH:21]=[CH:20][C:19]([CH3:22])=[C:18]([C:23](=[O:25])[CH3:24])[CH:17]=2)[CH2:10][CH2:9]1)=O)(C)(C)C.Cl. (2) Given the product [Cl:1][C:2]1[CH:12]=[CH:11][C:5]([C:6]([O:8][CH2:9][CH3:10])=[O:7])=[CH:4][C:3]=1[O:13][C:14]1[C:19]([S:20][CH2:21][C:22]2[CH:23]=[CH:47][CH:48]=[CH:43][N:44]=2)=[CH:18][N:17]=[C:16]([NH:27][C:28]2[S:29][CH:30]=[C:31]([CH3:33])[N:32]=2)[CH:15]=1, predict the reactants needed to synthesize it. The reactants are: [Cl:1][C:2]1[CH:12]=[CH:11][C:5]([C:6]([O:8][CH2:9][CH3:10])=[O:7])=[CH:4][C:3]=1[O:13][C:14]1[C:19]([S:20][CH2:21][CH2:22][C:23](OC)=O)=[CH:18][N:17]=[C:16]([NH:27][C:28]2[S:29][CH:30]=[C:31]([CH3:33])[N:32]=2)[CH:15]=1.CC([O-])(C)C.[K+].Br.BrC[C:43]1[CH:48]=[CH:47]C=C[N:44]=1.[Cl-].[NH4+]. (3) Given the product [ClH:12].[Cl:12][C:11]1[CH:7]=[C:3]([C:4]([NH2:6])=[O:5])[C:1](=[NH:2])[N:32]([CH2:31][C:26]2[CH:27]=[CH:28][CH:29]=[CH:30][C:25]=2[S:22]([C:16]2[CH:17]=[CH:18][CH:19]=[CH:20][CH:21]=2)(=[O:24])=[O:23])[CH:10]=1, predict the reactants needed to synthesize it. The reactants are: [C:1]([CH:3]([CH:7]1[C:11]([Cl:12])=[C:10](Cl)C(=O)O1)[C:4]([NH2:6])=[O:5])#[N:2].Cl.[C:16]1([S:22]([C:25]2[CH:30]=[CH:29][CH:28]=[CH:27][C:26]=2[CH2:31][NH2:32])(=[O:24])=[O:23])[CH:21]=[CH:20][CH:19]=[CH:18][CH:17]=1.C(=O)([O-])[O-].[K+].[K+].[OH-].[Na+].